From a dataset of Peptide-MHC class I binding affinity with 185,985 pairs from IEDB/IMGT. Regression. Given a peptide amino acid sequence and an MHC pseudo amino acid sequence, predict their binding affinity value. This is MHC class I binding data. The peptide sequence is MTLDDLAIK. The MHC is HLA-A33:01 with pseudo-sequence HLA-A33:01. The binding affinity (normalized) is 0.283.